This data is from Catalyst prediction with 721,799 reactions and 888 catalyst types from USPTO. The task is: Predict which catalyst facilitates the given reaction. (1) The catalyst class is: 5. Reactant: [NH2:1][C:2]1[C:3]2[C:10]([C:11]3[CH:16]=[CH:15][C:14]([O:17][C:18]4[CH:23]=[CH:22][CH:21]=[CH:20][CH:19]=4)=[CH:13][CH:12]=3)=[CH:9][N:8]([CH:24]([CH3:30])[C:25]([O:27]CC)=[O:26])[C:4]=2[N:5]=[CH:6][N:7]=1.[OH-].[K+]. Product: [NH2:1][C:2]1[C:3]2[C:10]([C:11]3[CH:16]=[CH:15][C:14]([O:17][C:18]4[CH:23]=[CH:22][CH:21]=[CH:20][CH:19]=4)=[CH:13][CH:12]=3)=[CH:9][N:8]([CH:24]([CH3:30])[C:25]([OH:27])=[O:26])[C:4]=2[N:5]=[CH:6][N:7]=1. (2) Reactant: [NH2:1][C:2]1[CH:3]=[C:4]([CH:21]=[CH:22][C:23]=1[F:24])[O:5][C:6]1[CH:7]=[CH:8][C:9]2[N:10]([CH:12]=[C:13]([NH:15][C:16]([CH:18]3[CH2:20][CH2:19]3)=[O:17])[N:14]=2)[N:11]=1.[CH3:25][N:26]1[C:30]([C:31](Cl)=[O:32])=[CH:29][C:28]([CH3:34])=[N:27]1.C(=O)([O-])O.[Na+]. Product: [CH:18]1([C:16]([NH:15][C:13]2[N:14]=[C:9]3[CH:8]=[CH:7][C:6]([O:5][C:4]4[CH:21]=[CH:22][C:23]([F:24])=[C:2]([NH:1][C:31]([C:30]5[N:26]([CH3:25])[N:27]=[C:28]([CH3:34])[CH:29]=5)=[O:32])[CH:3]=4)=[N:11][N:10]3[CH:12]=2)=[O:17])[CH2:20][CH2:19]1. The catalyst class is: 80.